Dataset: Forward reaction prediction with 1.9M reactions from USPTO patents (1976-2016). Task: Predict the product of the given reaction. (1) Given the reactants Br[C:2]1[CH:9]=[CH:8][CH:7]=[C:6]([F:10])[C:3]=1[C:4]#[N:5].[F-].[K+].[F:13][C:14]1[CH:19]=[CH:18][C:17]([N+:20]([O-:22])=[O:21])=[CH:16][C:15]=1B1OC(C)(C)C(C)(C)O1, predict the reaction product. The product is: [F:10][C:6]1[CH:7]=[CH:8][CH:9]=[C:2]([C:15]2[CH:16]=[C:17]([N+:20]([O-:22])=[O:21])[CH:18]=[CH:19][C:14]=2[F:13])[C:3]=1[C:4]#[N:5]. (2) Given the reactants [CH2:1]([OH:5])[CH2:2][CH2:3][OH:4].C(N(CC)CC)C.[Br:13][C:14]([CH3:19])([CH3:18])[C:15](Br)=[O:16], predict the reaction product. The product is: [Br:13][C:14]([CH3:19])([CH3:18])[C:15]([O:4][CH2:3][CH2:2][CH2:1][OH:5])=[O:16]. (3) Given the reactants C(=O)(OC(C)(C)C)N.[CH3:9][O:10][C:11]([C:13]1[CH:18]=[CH:17][C:16]([C:19]2([NH:22][C:23]([CH:25]3[CH2:30][C:29]([CH3:32])([CH3:31])[CH2:28][CH2:27][N:26]3C(OC(C)(C)C)=O)=[O:24])[CH2:21][CH2:20]2)=[CH:15][CH:14]=1)=[O:12], predict the reaction product. The product is: [CH3:31][C:29]1([CH3:32])[CH2:28][CH2:27][NH:26][CH:25]([C:23]([NH:22][C:19]2([C:16]3[CH:15]=[CH:14][C:13]([C:11]([O:10][CH3:9])=[O:12])=[CH:18][CH:17]=3)[CH2:21][CH2:20]2)=[O:24])[CH2:30]1. (4) The product is: [CH3:16][C:15]1[C:8]([N:18]2[N:19]=[CH:20][CH:21]=[N:17]2)=[C:9]([CH:12]=[CH:13][CH:14]=1)[C:10]#[N:11]. Given the reactants C([O-])([O-])=O.[K+].[K+].F[C:8]1[C:15]([CH3:16])=[CH:14][CH:13]=[CH:12][C:9]=1[C:10]#[N:11].[NH:17]1[CH:21]=[CH:20][N:19]=[N:18]1, predict the reaction product.